From a dataset of Forward reaction prediction with 1.9M reactions from USPTO patents (1976-2016). Predict the product of the given reaction. (1) The product is: [Br:1][C:2]1[C:3]([O:12][CH2:16][CH:13]2[CH2:15][CH2:14]2)=[C:4]2[C:8](=[CH:9][CH:10]=1)[N:7]([CH3:11])[N:6]=[CH:5]2. Given the reactants [Br:1][C:2]1[CH:10]=[CH:9][C:8]2[N:7]([CH3:11])[N:6]=[CH:5][C:4]=2[C:3]=1[OH:12].[CH:13]1([CH2:16]O)[CH2:15][CH2:14]1.C1(P(C2C=CC=CC=2)C2C=CC=CC=2)C=CC=CC=1.N(C(OC(C)C)=O)=NC(OC(C)C)=O.C(=O)(O)[O-].[Na+], predict the reaction product. (2) Given the reactants C(OC(=O)[N:5]([CH2:29][CH:30](OC)OC)[CH:6]([C:16]1[CH:21]=[CH:20][C:19]([O:22][CH2:23][CH2:24][CH2:25][OH:26])=[C:18]([O:27][CH3:28])[CH:17]=1)[CH2:7][C:8]1[CH:13]=[CH:12][CH:11]=[C:10]([O:14][CH3:15])[CH:9]=1)C.Cl.[C:37]([O:40][CH2:41][CH3:42])(=[O:39])C.CCCCCC, predict the reaction product. The product is: [CH2:41]([O:40][C:37]([N:5]1[CH:29]=[CH:30][C:21]2[C:16](=[CH:17][C:18]([O:27][CH3:28])=[C:19]([O:22][CH2:23][CH2:24][CH2:25][OH:26])[CH:20]=2)[CH:6]1[CH2:7][C:8]1[CH:13]=[CH:12][CH:11]=[C:10]([O:14][CH3:15])[CH:9]=1)=[O:39])[CH3:42]. (3) Given the reactants [C:1]([OH:9])(=O)[C:2]1[CH:7]=[CH:6][CH:5]=[N:4][CH:3]=1.C(N(CC)CC)C.OC1C2N=NNC=2C=CC=1.[C:27]([C:31]1[N:36]=[C:35]([N:37]2[CH2:42][CH2:41][N:40]([CH2:43][CH2:44][CH2:45][CH2:46][NH2:47])[CH2:39][CH2:38]2)[CH:34]=[C:33]([CH:48]2[CH2:51][CH2:50][CH2:49]2)[N:32]=1)([CH3:30])([CH3:29])[CH3:28].Cl.C(N=C=NCCCN(C)C)C, predict the reaction product. The product is: [C:27]([C:31]1[N:36]=[C:35]([N:37]2[CH2:38][CH2:39][N:40]([CH2:43][CH2:44][CH2:45][CH2:46][NH:47][C:1](=[O:9])[C:2]3[CH:7]=[CH:6][CH:5]=[N:4][CH:3]=3)[CH2:41][CH2:42]2)[CH:34]=[C:33]([CH:48]2[CH2:51][CH2:50][CH2:49]2)[N:32]=1)([CH3:30])([CH3:28])[CH3:29]. (4) The product is: [CH:1]12[CH2:7][CH:6]1[NH:5][CH2:4][CH2:3][N:2]2[C:25]([O:27][C:28]([CH3:31])([CH3:30])[CH3:29])=[O:26]. Given the reactants [CH:1]12[CH2:7][CH:6]1[N:5](C(OCC1C3C=CC=CC=3C3C1=CC=CC=3)=O)[CH2:4][CH2:3][N:2]2[C:25]([O:27][C:28]([CH3:31])([CH3:30])[CH3:29])=[O:26].C(S)CCCCCCC.C1CCN2C(=NCCC2)CC1, predict the reaction product. (5) Given the reactants C([O-])([O-])=O.[K+].[K+].Br[CH2:8][C:9]([C:11]12[CH2:20][CH:15]3[CH2:16][CH:17]([CH2:19][CH:13]([CH2:14]3)[CH2:12]1)[CH2:18]2)=[O:10].[Cl:21][C:22]1[CH:23]=[C:24]([OH:28])[CH:25]=[N:26][CH:27]=1, predict the reaction product. The product is: [C:11]12([C:9](=[O:10])[CH2:8][O:28][C:24]3[CH:25]=[N:26][CH:27]=[C:22]([Cl:21])[CH:23]=3)[CH2:20][CH:15]3[CH2:16][CH:17]([CH2:19][CH:13]([CH2:14]3)[CH2:12]1)[CH2:18]2. (6) Given the reactants C[O:2][C:3](=[O:21])[CH2:4][CH2:5][CH2:6][CH2:7][C:8]1[O:9][CH:10]=[C:11]([C:13]2[C:18]([O:19]C)=[CH:17][CH:16]=[CH:15][N:14]=2)[N:12]=1.B(Br)(Br)Br, predict the reaction product. The product is: [OH:19][C:18]1[C:13]([C:11]2[N:12]=[C:8]([CH2:7][CH2:6][CH2:5][CH2:4][C:3]([OH:21])=[O:2])[O:9][CH:10]=2)=[N:14][CH:15]=[CH:16][CH:17]=1. (7) Given the reactants Cl[C:2]1[C:3]2[N:20]([CH3:21])[N:19]=[C:18]([CH2:22][CH2:23][CH3:24])[C:4]=2[N:5]=[C:6]([C:8]2[CH:13]=[CH:12][C:11]([C:14]([O:16][CH3:17])=[O:15])=[CH:10][CH:9]=2)[N:7]=1.[Cl:25][C:26]1[CH:27]=[C:28]([CH:31]=[CH:32][C:33]=1[O:34][CH3:35])[CH2:29][NH2:30], predict the reaction product. The product is: [Cl:25][C:26]1[CH:27]=[C:28]([CH:31]=[CH:32][C:33]=1[O:34][CH3:35])[CH2:29][NH:30][C:2]1[C:3]2[N:20]([CH3:21])[N:19]=[C:18]([CH2:22][CH2:23][CH3:24])[C:4]=2[N:5]=[C:6]([C:8]2[CH:9]=[CH:10][C:11]([C:14]([O:16][CH3:17])=[O:15])=[CH:12][CH:13]=2)[N:7]=1. (8) Given the reactants C1(P(C2C=CC=CC=2)C2C=CC=CC=2)C=CC=CC=1.[Br:20][C:21]([Br:24])(Br)Br.[C:25]([O:29][C:30]([N:32]1[C:40]2[C:35](=[CH:36][CH:37]=[CH:38][CH:39]=2)[C:34]([CH:41]=O)=[CH:33]1)=[O:31])([CH3:28])([CH3:27])[CH3:26].CCCCCC, predict the reaction product. The product is: [C:25]([O:29][C:30]([N:32]1[C:40]2[C:35](=[CH:36][CH:37]=[CH:38][CH:39]=2)[C:34]([CH:41]=[C:21]([Br:24])[Br:20])=[CH:33]1)=[O:31])([CH3:28])([CH3:27])[CH3:26].